Task: Predict the reactants needed to synthesize the given product.. Dataset: Full USPTO retrosynthesis dataset with 1.9M reactions from patents (1976-2016) (1) Given the product [Cl:1][C:2]1[C:3]([CH:38]=[CH2:39])=[C:4]([CH:10]=[C:11]([CH2:17][C:18]2[CH:23]=[CH:22][C:21]([N:24]3[CH:28]=[CH:27][CH:26]=[N:25]3)=[CH:20][CH:19]=2)[C:12]=1[C:13]([F:15])([F:14])[F:16])[C:5]([O:7][CH2:8][CH3:9])=[O:6], predict the reactants needed to synthesize it. The reactants are: [Cl:1][C:2]1[C:3](OS(C(F)(F)F)(=O)=O)=[C:4]([CH:10]=[C:11]([CH2:17][C:18]2[CH:23]=[CH:22][C:21]([N:24]3[CH:28]=[CH:27][CH:26]=[N:25]3)=[CH:20][CH:19]=2)[C:12]=1[C:13]([F:16])([F:15])[F:14])[C:5]([O:7][CH2:8][CH3:9])=[O:6].O.[CH:38]([B-](F)(F)F)=[CH2:39].[K+].C(=O)([O-])[O-].[Cs+].[Cs+]. (2) Given the product [CH3:18][C:16]1([CH3:19])[C:15]([CH3:20])([CH3:21])[O:14][B:13]([C:10]2[CH:9]=[CH:8][C:7]([CH2:6][NH:4][CH:1]([CH3:3])[CH3:2])=[CH:12][CH:11]=2)[O:17]1, predict the reactants needed to synthesize it. The reactants are: [CH:1]([NH2:4])([CH3:3])[CH3:2].Br[CH2:6][C:7]1[CH:12]=[CH:11][C:10]([B:13]2[O:17][C:16]([CH3:19])([CH3:18])[C:15]([CH3:21])([CH3:20])[O:14]2)=[CH:9][CH:8]=1. (3) Given the product [CH3:1][C:2]1[CH:16]=[C:15]([CH3:17])[C:5]2[N:6]=[N:7][N:8]([CH2:11][C:12]([NH:28][C@H:26]([C:23]3[CH:24]=[CH:25][C:20]([O:19][CH3:18])=[CH:21][CH:22]=3)[CH3:27])=[O:14])[C:9](=[O:10])[C:4]=2[CH:3]=1, predict the reactants needed to synthesize it. The reactants are: [CH3:1][C:2]1[CH:16]=[C:15]([CH3:17])[C:5]2[N:6]=[N:7][N:8]([CH2:11][C:12]([OH:14])=O)[C:9](=[O:10])[C:4]=2[CH:3]=1.[CH3:18][O:19][C:20]1[CH:25]=[CH:24][C:23]([C@@H:26]([NH2:28])[CH3:27])=[CH:22][CH:21]=1. (4) The reactants are: [Br:1][C:2]1[C:3]([NH:8][NH2:9])=[N:4][CH:5]=[CH:6][CH:7]=1.[C:10](N1C=CN=C1)(N1C=CN=C1)=[O:11]. Given the product [Br:1][C:2]1[C:3]2[N:4]([C:10](=[O:11])[NH:9][N:8]=2)[CH:5]=[CH:6][CH:7]=1, predict the reactants needed to synthesize it. (5) Given the product [CH3:23][O:24][C:25](=[O:38])[CH2:26][C:27]1[NH:9][C:8]([CH:7]([C:11]2[CH:16]=[CH:15][CH:14]=[CH:13][CH:12]=2)[C:1]2[CH:2]=[CH:3][CH:4]=[CH:5][CH:6]=2)=[N:10][C:28]=1[C:30]1[CH:31]=[CH:32][C:33]([F:36])=[CH:34][CH:35]=1, predict the reactants needed to synthesize it. The reactants are: [C:1]1([CH:7]([C:11]2[CH:16]=[CH:15][CH:14]=[CH:13][CH:12]=2)[C:8]([NH2:10])=[NH:9])[CH:6]=[CH:5][CH:4]=[CH:3][CH:2]=1.C(=O)([O-])[O-].[K+].[K+].[CH3:23][O:24][C:25](=[O:38])[CH2:26][CH:27](Br)[C:28]([C:30]1[CH:35]=[CH:34][C:33]([F:36])=[CH:32][CH:31]=1)=O.